From a dataset of Catalyst prediction with 721,799 reactions and 888 catalyst types from USPTO. Predict which catalyst facilitates the given reaction. (1) Reactant: ON1C(=O)CCC1=O.[Cl:9][C:10]1[CH:15]=[CH:14][CH:13]=[C:12]([C:16]([O:18]O)=[O:17])[CH:11]=1. Product: [Cl:9][C:10]1[CH:11]=[C:12]([CH:13]=[CH:14][CH:15]=1)[C:16]([OH:18])=[O:17]. The catalyst class is: 158. (2) Reactant: S(OS(C(F)(F)F)(=O)=O)(C(F)(F)F)(=O)=O.C1(P(=O)(C2C=CC=CC=2)C2C=CC=CC=2)C=CC=CC=1.[I:36][C:37]1[CH:42]=[CH:41][C:40]([C:43]([C:48]2[CH:64]=[CH:63][C:51]([O:52][C:53]([C:57]3[CH:62]=[CH:61][CH:60]=[CH:59][N:58]=3)([CH3:56])[CH2:54]O)=[CH:50][CH:49]=2)([CH3:47])[CH:44]([CH3:46])[CH3:45])=[CH:39][CH:38]=1.[BH4-].[Na+]. The catalyst class is: 2. Product: [I:36][C:37]1[CH:38]=[CH:39][C:40]([C:43]([C:48]2[CH:49]=[CH:50][C:51]([O:52][C:53]([C:57]3[CH:62]=[CH:61][CH:60]=[CH:59][N:58]=3)([CH3:54])[CH3:56])=[CH:63][CH:64]=2)([CH3:47])[CH:44]([CH3:45])[CH3:46])=[CH:41][CH:42]=1.